From a dataset of Full USPTO retrosynthesis dataset with 1.9M reactions from patents (1976-2016). Predict the reactants needed to synthesize the given product. Given the product [Si:1]([O:18][CH2:19][C:20]1[C:25]([N:26]2[CH2:31][C@H:30]([CH3:32])[O:29][C@H:28]([CH3:33])[CH2:27]2)=[C:24]([F:34])[C:23]([F:35])=[C:22]([CH:42]([C:41]2[S:40][CH:39]=[N:38][C:37]=2[CH3:36])[OH:43])[CH:21]=1)([C:14]([CH3:16])([CH3:17])[CH3:15])([C:2]1[CH:7]=[CH:6][CH:5]=[CH:4][CH:3]=1)[C:8]1[CH:13]=[CH:12][CH:11]=[CH:10][CH:9]=1, predict the reactants needed to synthesize it. The reactants are: [Si:1]([O:18][CH2:19][C:20]1[C:25]([N:26]2[CH2:31][C@H:30]([CH3:32])[O:29][C@H:28]([CH3:33])[CH2:27]2)=[C:24]([F:34])[C:23]([F:35])=[CH:22][CH:21]=1)([C:14]([CH3:17])([CH3:16])[CH3:15])([C:8]1[CH:13]=[CH:12][CH:11]=[CH:10][CH:9]=1)[C:2]1[CH:7]=[CH:6][CH:5]=[CH:4][CH:3]=1.[CH3:36][C:37]1[N:38]=[CH:39][S:40][C:41]=1[CH:42]=[O:43].C([Li])(CC)C.